Dataset: Forward reaction prediction with 1.9M reactions from USPTO patents (1976-2016). Task: Predict the product of the given reaction. (1) Given the reactants Br[C:2]1[CH:11]=[C:10]2[C:5]([CH:6]=[CH:7][C:8](=[O:20])[N:9]2[C:12]2[C:17]([Cl:18])=[CH:16][CH:15]=[CH:14][C:13]=2[Cl:19])=[C:4]([C:21]2[CH:26]=[CH:25][C:24]([F:27])=[CH:23][C:22]=2[Cl:28])[N:3]=1.[C:29]([N:33]1[CH2:38][CH2:37][C:36](=[CH:39][Sn](C)(C)C)[CH2:35][CH2:34]1)([CH3:32])([CH3:31])[CH3:30], predict the reaction product. The product is: [C:29]([N:33]1[CH2:38][CH2:37][C:36](=[CH:39][C:2]2[CH:11]=[C:10]3[C:5]([CH:6]=[CH:7][C:8](=[O:20])[N:9]3[C:12]3[C:17]([Cl:18])=[CH:16][CH:15]=[CH:14][C:13]=3[Cl:19])=[C:4]([C:21]3[CH:26]=[CH:25][C:24]([F:27])=[CH:23][C:22]=3[Cl:28])[N:3]=2)[CH2:35][CH2:34]1)([CH3:32])([CH3:31])[CH3:30]. (2) The product is: [Cl:1][C:2]1[CH:3]=[C:4]([F:42])[C:5]2[N:11]3[CH:12]=[CH:13][CH:14]=[C:10]3[C@@H:9]([CH2:15][CH2:16][C:17]([N:19]3[CH2:20][CH2:21][CH:22]([CH2:25][C:26]([OH:28])=[O:27])[CH2:23][CH2:24]3)=[O:18])[O:8][C@H:7]([C:31]3[CH:36]=[CH:35][CH:34]=[C:33]([O:37][CH3:38])[C:32]=3[O:39][CH3:40])[C:6]=2[CH:41]=1. Given the reactants [Cl:1][C:2]1[CH:3]=[C:4]([F:42])[C:5]2[N:11]3[CH:12]=[CH:13][CH:14]=[C:10]3[C@@H:9]([CH2:15][CH2:16][C:17]([N:19]3[CH2:24][CH2:23][CH:22]([CH2:25][C:26]([O:28]CC)=[O:27])[CH2:21][CH2:20]3)=[O:18])[O:8][C@H:7]([C:31]3[CH:36]=[CH:35][CH:34]=[C:33]([O:37][CH3:38])[C:32]=3[O:39][CH3:40])[C:6]=2[CH:41]=1.C(=O)([O-])[O-].[K+].[K+], predict the reaction product. (3) Given the reactants [CH:1]1([N:4]([CH2:7][C:8]2[CH:13]=[CH:12][C:11]([C:14]#[C:15][C:16]3[CH:26]=[CH:25][C:19]([C:20]([O:22]CC)=[O:21])=[CH:18][CH:17]=3)=[CH:10][C:9]=2[CH:27]([CH3:29])[CH3:28])[CH2:5][CH3:6])[CH2:3][CH2:2]1.[OH-].[Na+], predict the reaction product. The product is: [CH:1]1([N:4]([CH2:7][C:8]2[CH:13]=[CH:12][C:11]([C:14]#[C:15][C:16]3[CH:26]=[CH:25][C:19]([C:20]([OH:22])=[O:21])=[CH:18][CH:17]=3)=[CH:10][C:9]=2[CH:27]([CH3:28])[CH3:29])[CH2:5][CH3:6])[CH2:2][CH2:3]1.